Task: Predict the reaction yield, written as a fraction of the theoretical maximum amount of product (1.0 means a 100% yield; for example, 0.34 means a 34% yield).. Dataset: Reaction yield outcomes from USPTO patents with 853,638 reactions (1) The reactants are Br[C:2]1[N:7]=[C:6]2[N:8]([C:12]3[CH:13]=[C:14]4[C:18](=[CH:19][CH:20]=3)[NH:17][CH:16]=[CH:15]4)[C:9](=[O:11])[NH:10][C:5]2=[N:4][CH:3]=1.[CH3:21][O:22][C:23]1[CH:24]=[C:25](B(O)O)[CH:26]=[C:27]([O:31][CH3:32])[C:28]=1[O:29][CH3:30].C([O-])([O-])=O.[Na+].[Na+]. The catalyst is CC#N.Cl[Pd](Cl)([P](C1C=CC=CC=1)(C1C=CC=CC=1)C1C=CC=CC=1)[P](C1C=CC=CC=1)(C1C=CC=CC=1)C1C=CC=CC=1. The product is [NH:17]1[C:18]2[C:14](=[CH:13][C:12]([N:8]3[C:6]4=[N:7][C:2]([C:25]5[CH:26]=[C:27]([O:31][CH3:32])[C:28]([O:29][CH3:30])=[C:23]([O:22][CH3:21])[CH:24]=5)=[CH:3][N:4]=[C:5]4[NH:10][C:9]3=[O:11])=[CH:20][CH:19]=2)[CH:15]=[CH:16]1. The yield is 0.190. (2) The reactants are C([O:3][C:4]([C:6]1[N:7]=[C:8]([CH2:11][O:12][CH3:13])[S:9][CH:10]=1)=O)C.CC(C[AlH]CC(C)C)C.C(O)(=O)C.C(C(C(C([O-])=O)O)O)([O-])=O.[K+].[Na+]. The catalyst is ClCCl. The product is [CH3:13][O:12][CH2:11][C:8]1[S:9][CH:10]=[C:6]([CH:4]=[O:3])[N:7]=1. The yield is 0.710.